Dataset: Reaction yield outcomes from USPTO patents with 853,638 reactions. Task: Predict the reaction yield, written as a fraction of the theoretical maximum amount of product (1.0 means a 100% yield; for example, 0.34 means a 34% yield). The reactants are Br[C:2]1[C:3]([N:20]([CH3:25])[S:21]([CH3:24])(=[O:23])=[O:22])=[CH:4][C:5]2[O:9][C:8]([N:10]3[CH:14]=[CH:13][N:12]=[CH:11]3)=[C:7]([C:15]([NH:17][CH3:18])=[O:16])[C:6]=2[CH:19]=1.[CH3:26][C:27]1([CH3:43])[C:31]([CH3:33])([CH3:32])[O:30][B:29]([B:29]2[O:30][C:31]([CH3:33])([CH3:32])[C:27]([CH3:43])([CH3:26])[O:28]2)[O:28]1.CC([O-])=O.[K+]. The catalyst is O1CCOCC1.C1C=CC(P(C2C=CC=CC=2)[C-]2C=CC=C2)=CC=1.C1C=CC(P(C2C=CC=CC=2)[C-]2C=CC=C2)=CC=1.Cl[Pd]Cl.[Fe+2]. The product is [N:10]1([C:8]2[O:9][C:5]3[CH:4]=[C:3]([N:20]([CH3:25])[S:21]([CH3:24])(=[O:23])=[O:22])[C:2]([B:29]4[O:30][C:31]([CH3:33])([CH3:32])[C:27]([CH3:43])([CH3:26])[O:28]4)=[CH:19][C:6]=3[C:7]=2[C:15]([NH:17][CH3:18])=[O:16])[CH:14]=[CH:13][N:12]=[CH:11]1. The yield is 0.530.